This data is from Forward reaction prediction with 1.9M reactions from USPTO patents (1976-2016). The task is: Predict the product of the given reaction. (1) Given the reactants [CH3:1][O:2][C:3]1[CH:4]=[C:5]2[C:9](=[CH:10][C:11]=1[O:12][CH3:13])[NH:8][N:7]=[C:6]2[C:14](=[O:16])[CH3:15].C(C1C2C(=CC=CC=2)N([CH2:29][C:30]([O:32][C:33]([CH3:36])([CH3:35])[CH3:34])=[O:31])N=1)(=O)C, predict the reaction product. The product is: [C:14]([C:6]1[C:5]2[C:9](=[CH:10][C:11]([O:12][CH3:13])=[C:3]([O:2][CH3:1])[CH:4]=2)[N:8]([CH2:29][C:30]([O:32][C:33]([CH3:36])([CH3:35])[CH3:34])=[O:31])[N:7]=1)(=[O:16])[CH3:15]. (2) Given the reactants [F:1][C:2]([F:15])([F:14])[C:3]1[CH:13]=[CH:12][C:6]([CH2:7][O:8][CH2:9][CH2:10][OH:11])=[CH:5][CH:4]=1.CCN(C(C)C)C(C)C.[CH3:25][S:26](Cl)(=[O:28])=[O:27], predict the reaction product. The product is: [F:1][C:2]([F:14])([F:15])[C:3]1[CH:13]=[CH:12][C:6]([CH2:7][O:8][CH2:9][CH2:10][O:11][S:26]([CH3:25])(=[O:28])=[O:27])=[CH:5][CH:4]=1. (3) Given the reactants [Cl:1][C:2]1[N:7]=[C:6]([C:8]2[NH:9][C:10]3[C:15]([CH:16]=2)=[CH:14][CH:13]=[CH:12][CH:11]=3)[C:5]([OH:17])=[CH:4][CH:3]=1.[C:18]([O-])([O-])=O.[K+].[K+].ClCI, predict the reaction product. The product is: [Cl:1][C:2]1[CH:3]=[CH:4][C:5]2[O:17][CH2:18][N:9]3[C:10]4[CH:11]=[CH:12][CH:13]=[CH:14][C:15]=4[CH:16]=[C:8]3[C:6]=2[N:7]=1. (4) The product is: [CH3:35][O:36][C:37]([C:39]1[CH:48]=[C:47]([OH:49])[C:46]2[C:41](=[C:42]([C:65]#[N:66])[CH:43]=[C:44]([CH2:57][CH2:58][C:59]3[CH:64]=[CH:63][CH:62]=[CH:61][CH:60]=3)[CH:45]=2)[N:40]=1)=[O:38]. Given the reactants COC(C1C=C(O)C2C(=C(OCC3C=CC=CC=3)C=C(C#CCOCC3C=CC=CC=3)C=2)N=1)=O.[CH3:35][O:36][C:37]([C:39]1[CH:48]=[C:47]([O:49]CC2C=CC=CC=2)[C:46]2[C:41](=[C:42]([C:65]#[N:66])[CH:43]=[C:44]([C:57]#[C:58][C:59]3[CH:64]=[CH:63][CH:62]=[CH:61][CH:60]=3)[CH:45]=2)[N:40]=1)=[O:38], predict the reaction product. (5) The product is: [NH2:1][C:2]1[C:7]2=[C:8]([C:13]3[CH:18]=[CH:17][C:16]([NH:19][C:20]([NH:22][C:23]4[CH:28]=[C:27]([C:29]([F:32])([F:31])[F:30])[CH:26]=[CH:25][N:24]=4)=[O:21])=[CH:15][CH:14]=3)[C:9]([CH2:11][CH3:12])=[CH:10][N:6]2[N:5]=[CH:4][N:3]=1. Given the reactants [NH2:1][C:2]1[C:7]2=[C:8]([C:13]3[CH:18]=[CH:17][C:16]([NH:19][C:20]([NH:22][C:23]4[CH:28]=[C:27]([C:29]([F:32])([F:31])[F:30])[CH:26]=[CH:25][N:24]=4)=[O:21])=[CH:15][CH:14]=3)[C:9]([CH:11]=[CH2:12])=[CH:10][N:6]2[N:5]=[CH:4][N:3]=1.C(O)(=O)C, predict the reaction product.